Dataset: Full USPTO retrosynthesis dataset with 1.9M reactions from patents (1976-2016). Task: Predict the reactants needed to synthesize the given product. (1) Given the product [NH2:12][C:10]([C:8]1[NH:7][C:6]2[CH:46]=[CH:47][C:3]([C:1]#[N:2])=[CH:4][C:5]=2[N:9]=1)([C:19]1[C:27]([O:28][CH3:29])=[CH:26][C:25]([CH3:30])=[C:24]2[C:20]=1[CH:21]=[CH:22][NH:23]2)[CH3:11], predict the reactants needed to synthesize it. The reactants are: [C:1]([C:3]1[CH:47]=[CH:46][C:6]2[N:7](COCC[Si](C)(C)C)[C:8]([C:10]([C:19]3[C:27]([O:28][CH3:29])=[CH:26][C:25]([CH3:30])=[C:24]4[C:20]=3[CH:21]=[CH:22][N:23]4C(OC(C)(C)C)=O)([NH:12]S(C(C)(C)C)=O)[CH3:11])=[N:9][C:5]=2[CH:4]=1)#[N:2].C(C1C=CC2N=C(C(C3C(OC)=CC(C)=C4C=3C=CN4C(OC(C)(C)C)=O)(NS(C(C)(C)C)=O)C)N(COCC[Si](C)(C)C)C=2C=1)#N.Cl.CO.C([O-])([O-])=O.[Cs+].[Cs+]. (2) Given the product [Cl:9][C:10]1[CH:11]=[C:12]([CH:15]=[CH:16][C:17]=1[Cl:18])[CH2:13][N:6]1[CH2:7][CH2:8][CH:3]([CH2:2][NH2:1])[CH2:4][CH2:5]1, predict the reactants needed to synthesize it. The reactants are: [NH2:1][CH2:2][CH:3]1[CH2:8][CH2:7][NH:6][CH2:5][CH2:4]1.[Cl:9][C:10]1[CH:11]=[C:12]([CH:15]=[CH:16][C:17]=1[Cl:18])[CH2:13]Cl.C(=O)([O-])[O-].[K+].[K+]. (3) Given the product [C:71]([O:70][C@H:6]1[C@@H:5]([OH:4])[C@H:10]([O:11][C:12](=[O:19])[C:13]2[CH:14]=[CH:15][CH:16]=[CH:17][CH:18]=2)[C@@H:9]([CH2:20][O:21][C:22](=[O:29])[C:23]2[CH:24]=[CH:25][CH:26]=[CH:27][CH:28]=2)[O:8][C@@H:7]1[O:30][C@H:31]1[C@@H:44]([O:45][CH2:46][C:47]2[CH:48]=[CH:49][CH:50]=[CH:51][CH:52]=2)[C@H:43]([O:53][CH2:54][C:55]2[CH:56]=[CH:57][CH:58]=[CH:59][CH:60]=2)[C@@H:42]([CH2:61][O:62][CH2:63][C:64]2[CH:65]=[CH:66][CH:67]=[CH:68][CH:69]=2)[O:41][C@@H:32]1[O:33][CH2:34][C:35]1[CH:40]=[CH:39][CH:38]=[CH:37][CH:36]=1)(=[O:78])[C:72]1[CH:77]=[CH:76][CH:75]=[CH:74][CH:73]=1, predict the reactants needed to synthesize it. The reactants are: C([O:4][C@H:5]1[C@H:10]([O:11][C:12](=[O:19])[C:13]2[CH:18]=[CH:17][CH:16]=[CH:15][CH:14]=2)[C@@H:9]([CH2:20][O:21][C:22](=[O:29])[C:23]2[CH:28]=[CH:27][CH:26]=[CH:25][CH:24]=2)[O:8][C@H:7]([O:30][C@H:31]2[C@@H:44]([O:45][CH2:46][C:47]3[CH:52]=[CH:51][CH:50]=[CH:49][CH:48]=3)[C@H:43]([O:53][CH2:54][C:55]3[CH:60]=[CH:59][CH:58]=[CH:57][CH:56]=3)[C@@H:42]([CH2:61][O:62][CH2:63][C:64]3[CH:69]=[CH:68][CH:67]=[CH:66][CH:65]=3)[O:41][C@@H:32]2[O:33][CH2:34][C:35]2[CH:40]=[CH:39][CH:38]=[CH:37][CH:36]=2)[C@H:6]1[O:70][C:71](=[O:78])[C:72]1[CH:77]=[CH:76][CH:75]=[CH:74][CH:73]=1)C=C. (4) Given the product [F:1][C:2]1[CH:3]=[C:4]([C:8]2[CH:9]=[CH:10][C:11]([C:14]([NH:16][C@H:17]3[CH2:21][CH2:20][C@@H:19]([C:22](=[O:24])[NH:25][CH2:26][CH2:27][O:28][CH3:29])[CH2:18]3)=[O:15])=[CH:12][N:13]=2)[CH:5]=[CH:6][CH:7]=1, predict the reactants needed to synthesize it. The reactants are: [F:1][C:2]1[CH:3]=[C:4]([C:8]2[N:13]=[CH:12][C:11]([C:14]([NH:16][C@H:17]3[CH2:21][CH2:20][C@@H:19]([C:22]([OH:24])=O)[CH2:18]3)=[O:15])=[CH:10][CH:9]=2)[CH:5]=[CH:6][CH:7]=1.[NH2:25][CH2:26][CH2:27][O:28][CH3:29]. (5) The reactants are: [F:1][C:2]([F:29])([F:28])[C:3]1[CH:4]=[C:5]([CH:21]=[C:22]([C:24]([F:27])([F:26])[F:25])[CH:23]=1)[CH2:6][O:7][CH2:8][C:9]1([CH:19]=[CH2:20])[C:17]2[C:12](=[CH:13][CH:14]=[CH:15][CH:16]=2)C(O)[O:10]1.[Cl-].[CH3:31][O:32][CH2:33][P+](C1C=CC=CC=1)(C1C=CC=CC=1)C1C=CC=CC=1.[CH3:53]C(C)([O-])C.[K+]. Given the product [F:1][C:2]([F:28])([F:29])[C:3]1[CH:4]=[C:5]([CH:21]=[C:22]([C:24]([F:26])([F:25])[F:27])[CH:23]=1)[CH2:6][O:7][CH2:8][C:9]([C:17]1[CH:16]=[CH:15][CH:14]=[CH:13][C:12]=1[CH:53]=[CH:33][O:32][CH3:31])([OH:10])[CH:19]=[CH2:20], predict the reactants needed to synthesize it. (6) Given the product [F:14][C:15]([F:24])([F:23])[C:2]1[CH:12]=[CH:11][CH:10]=[CH:9][C:3]=1[O:4][CH2:5][CH2:6][CH2:7][NH2:8], predict the reactants needed to synthesize it. The reactants are: Cl[C:2]1[CH:12]=[CH:11][CH:10]=[C:9](Cl)[C:3]=1[O:4][CH2:5][CH2:6][CH2:7][NH2:8].[F:14][C:15]([F:24])([F:23])C1C=CC=CC=1O.ClC1C=CC=C(Cl)C=1O. (7) Given the product [CH3:1][O:2][C:3]([C:5]1[C:10]([N:11]([S:12]([CH2:15][C:16]2[CH:21]=[C:20]([C:22]([F:25])([F:23])[F:24])[CH:19]=[CH:18][C:17]=2[Cl:26])(=[O:13])=[O:14])[CH2:27][CH3:28])=[N:9][CH:8]=[CH:7][N:6]=1)=[O:4], predict the reactants needed to synthesize it. The reactants are: [CH3:1][O:2][C:3]([C:5]1[C:10]([NH:11][S:12]([CH2:15][C:16]2[CH:21]=[C:20]([C:22]([F:25])([F:24])[F:23])[CH:19]=[CH:18][C:17]=2[Cl:26])(=[O:14])=[O:13])=[N:9][CH:8]=[CH:7][N:6]=1)=[O:4].[CH:27](N(CC)C(C)C)(C)[CH3:28].C(OS(C(F)(F)F)(=O)=O)C. (8) Given the product [CH3:8][C:7]1[CH:6]=[CH:5][C:4]([NH:9][C:10](=[O:16])[O:11][C:12]([CH3:13])([CH3:15])[CH3:14])=[CH:3][C:2]=1[NH:1][C:27]([C:23]1[CH:22]=[C:21]2[C:26](=[CH:25][CH:24]=1)[N:17]=[CH:18][CH:19]=[N:20]2)=[O:28], predict the reactants needed to synthesize it. The reactants are: [NH2:1][C:2]1[CH:3]=[C:4]([NH:9][C:10](=[O:16])[O:11][C:12]([CH3:15])([CH3:14])[CH3:13])[CH:5]=[CH:6][C:7]=1[CH3:8].[N:17]1[C:26]2[C:21](=[CH:22][C:23]([C:27](O)=[O:28])=[CH:24][CH:25]=2)[N:20]=[CH:19][CH:18]=1.C(N(C(C)C)CC)(C)C.CN(C(ON1N=NC2C=CC=NC1=2)=[N+](C)C)C.F[P-](F)(F)(F)(F)F. (9) Given the product [N:1]1[CH:6]=[CH:5][CH:4]=[C:3]([C@@H:7]2[CH2:12][CH2:11][CH2:10][C@H:9]([N:18]3[C:17](=[O:19])[C:16]4=[CH:20][CH:21]=[CH:22][CH:23]=[C:15]4[C:14]3=[O:24])[CH2:8]2)[CH:2]=1, predict the reactants needed to synthesize it. The reactants are: [N:1]1[CH:6]=[CH:5][CH:4]=[C:3]([C@H:7]2[CH2:12][CH2:11][CH2:10][C@H:9](O)[CH2:8]2)[CH:2]=1.[C:14]1(=[O:24])[NH:18][C:17](=[O:19])[C:16]2=[CH:20][CH:21]=[CH:22][CH:23]=[C:15]12.CC(OC(/N=N/C(OC(C)C)=O)=O)C.C1(P(C2C=CC=CC=2)C2C=CC=CC=2)C=CC=CC=1.